This data is from Catalyst prediction with 721,799 reactions and 888 catalyst types from USPTO. The task is: Predict which catalyst facilitates the given reaction. (1) Reactant: [CH3:1][CH:2]([CH3:25])[CH2:3][C@H:4]([NH:13][C:14]([C:16]1[S:17][C:18]2[CH:24]=[CH:23][CH:22]=[CH:21][C:19]=2[CH:20]=1)=[O:15])[C:5]([NH:7][CH2:8][CH2:9][CH2:10][NH:11][CH3:12])=[O:6].C(N(CC)CC)C.[Cl:33][C:34]1[CH:39]=[C:38]([Cl:40])[CH:37]=[CH:36][C:35]=1[S:41](Cl)(=[O:43])=[O:42]. Product: [Cl:33][C:34]1[CH:39]=[C:38]([Cl:40])[CH:37]=[CH:36][C:35]=1[S:41]([N:11]([CH3:12])[CH2:10][CH2:9][CH2:8][NH:7][C:5]([C@@H:4]([NH:13][C:14]([C:16]1[S:17][C:18]2[CH:24]=[CH:23][CH:22]=[CH:21][C:19]=2[CH:20]=1)=[O:15])[CH2:3][CH:2]([CH3:25])[CH3:1])=[O:6])(=[O:43])=[O:42]. The catalyst class is: 2. (2) Reactant: [Br:1][C:2]1[CH:3]=[C:4]([C:8](=O)[CH2:9][CH2:10][C:11]([F:14])([F:13])[F:12])[CH:5]=[CH:6][CH:7]=1.O.NN.[OH-].[K+]. Product: [Br:1][C:2]1[CH:7]=[CH:6][CH:5]=[C:4]([CH2:8][CH2:9][CH2:10][C:11]([F:12])([F:13])[F:14])[CH:3]=1. The catalyst class is: 270. (3) Reactant: [CH2:1]([O:3][C:4]([C@@H:6]1[C@H:8]([C:9]2[CH:14]=[CH:13][CH:12]=[CH:11][CH:10]=2)[C@H:7]1[C:15]1[CH:20]=[CH:19][CH:18]=[CH:17][C:16]=1Br)=[O:5])[CH3:2].[CH3:22]B1OB(C)OB(C)O1.C(=O)([O-])[O-].[Cs+].[Cs+]. Product: [CH2:1]([O:3][C:4]([C@H:6]1[C@H:7]([C:15]2[CH:20]=[CH:19][CH:18]=[CH:17][C:16]=2[CH3:22])[C@H:8]1[C:9]1[CH:10]=[CH:11][CH:12]=[CH:13][CH:14]=1)=[O:5])[CH3:2]. The catalyst class is: 70. (4) Reactant: [P:1]([O:13][CH2:14][C:15]1[CH:20]=[CH:19][CH:18]=[C:17]([N:21]2[C:25]([NH:26][C:27](=[O:47])[NH:28][C:29]3[CH:34]=[CH:33][C:32]([O:35][C:36]4[CH:41]=[CH:40][N:39]=[C:38]([C:42](=[O:45])[NH:43][CH3:44])[CH:37]=4)=[CH:31][C:30]=3[F:46])=[CH:24][C:23]([C:48]([CH3:51])([CH3:50])[CH3:49])=[N:22]2)[CH:16]=1)([O:8]C(C)(C)C)([O:3]C(C)(C)C)=[O:2].[ClH:52].O1CCOCC1. Product: [ClH:52].[ClH:52].[P:1]([OH:8])([OH:3])([O:13][CH2:14][C:15]1[CH:20]=[CH:19][CH:18]=[C:17]([N:21]2[C:25]([NH:26][C:27](=[O:47])[NH:28][C:29]3[CH:34]=[CH:33][C:32]([O:35][C:36]4[CH:41]=[CH:40][N:39]=[C:38]([C:42](=[O:45])[NH:43][CH3:44])[CH:37]=4)=[CH:31][C:30]=3[F:46])=[CH:24][C:23]([C:48]([CH3:49])([CH3:51])[CH3:50])=[N:22]2)[CH:16]=1)=[O:2]. The catalyst class is: 440.